This data is from Full USPTO retrosynthesis dataset with 1.9M reactions from patents (1976-2016). The task is: Predict the reactants needed to synthesize the given product. (1) Given the product [C:5]([C:4]1[CH:7]=[CH:8][C:9]([C@@H:10]2[N:14]3[CH:15]=[N:16][CH:17]=[C:13]3[C@:12]([CH2:26][C:25]([O:24][C:20]([CH3:23])([CH3:22])[CH3:21])=[O:28])([OH:18])[CH2:11]2)=[C:2]([F:1])[CH:3]=1)#[N:6], predict the reactants needed to synthesize it. The reactants are: [F:1][C:2]1[CH:3]=[C:4]([CH:7]=[CH:8][C:9]=1[C@@H:10]1[N:14]2[CH:15]=[N:16][CH:17]=[C:13]2[C:12](=[O:18])[CH2:11]1)[C:5]#[N:6].[Cl-].[C:20]([O:24][C:25](=[O:28])[CH2:26][Zn+])([CH3:23])([CH3:22])[CH3:21]. (2) Given the product [Br:1][C:2]1[CH:3]=[C:4]2[C:9](=[N:10][CH:11]=1)[N:8]([CH2:22][O:21][CH2:20][CH2:19][Si:16]([CH3:18])([CH3:17])[CH3:15])[C:7](=[O:12])[CH:6]=[CH:5]2, predict the reactants needed to synthesize it. The reactants are: [Br:1][C:2]1[CH:3]=[C:4]2[C:9](=[N:10][CH:11]=1)[NH:8][C:7](=[O:12])[CH:6]=[CH:5]2.[H-].[Na+].[CH3:15][Si:16]([CH2:19][CH2:20][O:21][CH2:22]Cl)([CH3:18])[CH3:17].